From a dataset of Reaction yield outcomes from USPTO patents with 853,638 reactions. Predict the reaction yield, written as a fraction of the theoretical maximum amount of product (1.0 means a 100% yield; for example, 0.34 means a 34% yield). The reactants are C[O:2][C:3]([C:5]1[CH:10]=[C:9]([N:11]2[CH2:16][CH2:15][NH:14][CH2:13][CH2:12]2)[N:8]=[C:7]([C:17]2[CH:22]=[CH:21][N:20]=[C:19]([NH:23][CH:24]3[CH2:29][CH2:28][CH2:27][CH2:26][CH2:25]3)[CH:18]=2)[CH:6]=1)=[O:4].O.O[Li].O. The catalyst is C1COCC1. The product is [CH:24]1([NH:23][C:19]2[CH:18]=[C:17]([C:7]3[CH:6]=[C:5]([C:3]([OH:4])=[O:2])[CH:10]=[C:9]([N:11]4[CH2:16][CH2:15][NH:14][CH2:13][CH2:12]4)[N:8]=3)[CH:22]=[CH:21][N:20]=2)[CH2:29][CH2:28][CH2:27][CH2:26][CH2:25]1. The yield is 0.750.